From a dataset of Forward reaction prediction with 1.9M reactions from USPTO patents (1976-2016). Predict the product of the given reaction. Given the reactants [O:1]=[C:2]1[CH:7]=[C:6]([CH:8]2[CH2:13][CH2:12][N:11](C(OC(C)(C)C)=O)[CH2:10][CH2:9]2)[N:5]2[N:21]=[C:22]3[N:27]=[CH:26][CH:25]=[CH:24][C:23]3=[C:4]2[NH:3]1.[ClH:28], predict the reaction product. The product is: [ClH:28].[NH:11]1[CH2:12][CH2:13][CH:8]([C:6]2[N:5]3[N:21]=[C:22]4[N:27]=[CH:26][CH:25]=[CH:24][C:23]4=[C:4]3[NH:3][C:2](=[O:1])[CH:7]=2)[CH2:9][CH2:10]1.